From a dataset of Catalyst prediction with 721,799 reactions and 888 catalyst types from USPTO. Predict which catalyst facilitates the given reaction. Reactant: C(O[C:4](=[O:8])[O:5][CH2:6][CH3:7])C.[H-].[Na+].[CH3:11][O:12][C:13]1[CH:31]=[CH:30][C:16]([CH2:17][N:18]2[CH:22]=[C:21]([C:23](=[O:25])[CH3:24])[C:20]([CH:26]([OH:29])[CH2:27][CH3:28])=[N:19]2)=[CH:15][CH:14]=1.Cl. Product: [CH2:6]([O:5][C:4](=[O:8])[CH2:24][C:23]([C:21]1[C:20]([CH:26]([OH:29])[CH2:27][CH3:28])=[N:19][N:18]([CH2:17][C:16]2[CH:30]=[CH:31][C:13]([O:12][CH3:11])=[CH:14][CH:15]=2)[CH:22]=1)=[O:25])[CH3:7]. The catalyst class is: 11.